This data is from Forward reaction prediction with 1.9M reactions from USPTO patents (1976-2016). The task is: Predict the product of the given reaction. (1) Given the reactants ON1C2C=CC=CC=2N=N1.[CH2:11]([NH2:18])[C:12]1[CH:17]=[CH:16][CH:15]=[CH:14][CH:13]=1.CN1CCOCC1.Cl.[CH3:27][N:28]([CH3:45])[C:29]1([C:39]2[CH:44]=[CH:43][CH:42]=[CH:41][CH:40]=2)[CH2:34][CH2:33][C:32](=[CH:35][C:36](O)=[O:37])[CH2:31][CH2:30]1.C1(N=C=NC2CCCCC2)CCCCC1.[OH-].[Na+], predict the reaction product. The product is: [CH2:11]([NH:18][C:36](=[O:37])[CH:35]=[C:32]1[CH2:31][CH2:30][C:29]([N:28]([CH3:45])[CH3:27])([C:39]2[CH:40]=[CH:41][CH:42]=[CH:43][CH:44]=2)[CH2:34][CH2:33]1)[C:12]1[CH:17]=[CH:16][CH:15]=[CH:14][CH:13]=1. (2) Given the reactants Br[C:2]1[CH:7]=[CH:6][C:5]([S:8]([CH2:11][CH2:12][O:13][CH3:14])(=[O:10])=[O:9])=[CH:4][CH:3]=1.[CH3:15][C@@H:16]1[CH2:20][CH2:19][CH2:18][N:17]1[CH2:21][CH2:22][C:23]1[CH:28]=[CH:27][C:26](B(O)O)=[CH:25][CH:24]=1.C([O-])([O-])=O.[Na+].[Na+], predict the reaction product. The product is: [CH3:14][O:13][CH2:12][CH2:11][S:8]([C:5]1[CH:6]=[CH:7][C:2]([C:26]2[CH:25]=[CH:24][C:23]([CH2:22][CH2:21][N:17]3[CH2:18][CH2:19][CH2:20][C@H:16]3[CH3:15])=[CH:28][CH:27]=2)=[CH:3][CH:4]=1)(=[O:10])=[O:9]. (3) The product is: [CH3:1][C:2]1[CH:11]=[C:10]([NH:12][C:13](=[O:15])[CH3:14])[C:9]2[CH2:8][CH2:7][CH2:6][CH2:5][C:4]=2[N:3]=1. Given the reactants [CH3:1][C:2]1[CH:11]=[C:10]([NH:12][C:13](=[O:15])[CH3:14])[C:9]2[C:4](=[CH:5][CH:6]=[CH:7][CH:8]=2)[N:3]=1.[OH-].[Na+], predict the reaction product. (4) The product is: [Cl:1][C:2]1[CH:3]=[C:4]([CH2:15][OH:16])[CH:5]=[N:6][C:7]=1[N:8]1[CH2:13][CH2:12][N:11]([C:18]2[NH:19][C:20]3[CH:26]=[CH:25][C:24]([C:27]([F:30])([F:29])[F:28])=[CH:23][C:21]=3[N:22]=2)[C@H:10]([CH3:14])[CH2:9]1. Given the reactants [Cl:1][C:2]1[CH:3]=[C:4]([CH2:15][OH:16])[CH:5]=[N:6][C:7]=1[N:8]1[CH2:13][CH2:12][NH:11][C@H:10]([CH3:14])[CH2:9]1.Cl[C:18]1[NH:22][C:21]2[CH:23]=[C:24]([C:27]([F:30])([F:29])[F:28])[CH:25]=[CH:26][C:20]=2[N:19]=1, predict the reaction product.